Predict the reaction yield, written as a fraction of the theoretical maximum amount of product (1.0 means a 100% yield; for example, 0.34 means a 34% yield). From a dataset of Reaction yield outcomes from USPTO patents with 853,638 reactions. The reactants are [F:1][C:2]([F:9])([F:8])[C:3]1[CH:7]=[CH:6][NH:5][N:4]=1.Cl[C:11]1[C:16]([Cl:17])=[CH:15][CH:14]=[CH:13][N:12]=1.CN(C)C=O.C(=O)([O-])[O-].[K+].[K+]. The catalyst is O. The product is [Cl:17][C:16]1[C:11]([N:5]2[CH:6]=[CH:7][C:3]([C:2]([F:9])([F:8])[F:1])=[N:4]2)=[N:12][CH:13]=[CH:14][CH:15]=1. The yield is 0.815.